Dataset: Full USPTO retrosynthesis dataset with 1.9M reactions from patents (1976-2016). Task: Predict the reactants needed to synthesize the given product. (1) Given the product [Cl:11][C:12]1[CH:13]=[CH:14][C:15]([CH2:18][NH:19][C:20]([NH:1][C:2]2[CH:10]=[CH:9][C:5]3[NH:6][CH:7]=[N:8][C:4]=3[CH:3]=2)=[S:21])=[CH:16][CH:17]=1, predict the reactants needed to synthesize it. The reactants are: [NH2:1][C:2]1[CH:10]=[CH:9][C:5]2[NH:6][CH:7]=[N:8][C:4]=2[CH:3]=1.[Cl:11][C:12]1[CH:17]=[CH:16][C:15]([CH2:18][N:19]=[C:20]=[S:21])=[CH:14][CH:13]=1. (2) Given the product [C:1]([S:5]([C:6]1[CH:7]=[C:8]2[C:13](=[CH:14][C:15]=1[F:16])[N:12]=[CH:11][N:10]=[C:9]2[OH:17])(=[O:18])=[O:24])([CH3:4])([CH3:2])[CH3:3], predict the reactants needed to synthesize it. The reactants are: [C:1]([S:5][C:6]1[CH:7]=[C:8]2[C:13](=[CH:14][C:15]=1[F:16])[N:12]=[CH:11][N:10]=[C:9]2[OH:17])([CH3:4])([CH3:3])[CH3:2].[OH:18]OS([O-])=O.[K+].[OH2:24]. (3) The reactants are: [C:1]([O:5][C:6]([NH:8][C:9]1[S:17][C:16]2[C:11](=[N:12][C:13](Cl)=[CH:14][CH:15]=2)[C:10]=1[C:19]([O:21][CH2:22][CH3:23])=[O:20])=[O:7])([CH3:4])([CH3:3])[CH3:2].[Cl-].[CH3:25][Zn+]. Given the product [C:1]([O:5][C:6]([NH:8][C:9]1[S:17][C:16]2[C:11](=[N:12][C:13]([CH3:25])=[CH:14][CH:15]=2)[C:10]=1[C:19]([O:21][CH2:22][CH3:23])=[O:20])=[O:7])([CH3:4])([CH3:3])[CH3:2], predict the reactants needed to synthesize it. (4) Given the product [ClH:20].[CH2:17]([C:9]1[CH:8]=[C:7]([CH:12]=[C:11]([CH2:13][CH:14]([CH3:15])[CH3:16])[N:10]=1)[C:6]([OH:19])=[O:5])[CH3:18], predict the reactants needed to synthesize it. The reactants are: C([O:5][C:6](=[O:19])[C:7]1[CH:12]=[C:11]([CH2:13][CH:14]([CH3:16])[CH3:15])[N:10]=[C:9]([CH2:17][CH3:18])[CH:8]=1)(C)(C)C.[ClH:20]. (5) Given the product [NH2:18][CH2:17][CH2:16][CH2:15][NH:14][CH2:13][CH2:12][CH2:11][CH2:10][NH:9][CH2:8][CH2:7][CH2:6][NH:5][C:22]1[C:50]([CH3:51])=[CH:49][C:25]2[N:26]=[C:27]3[C:32]([N:33]([CH2:34][CH2:35][CH2:36][CH2:37][CH2:38][CH2:39][C:40]([O:42][C:43]([CH3:45])([CH3:46])[CH3:44])=[O:41])[C:24]=2[CH:23]=1)=[N:31][C:30](=[O:47])[NH:29][C:28]3=[O:48], predict the reactants needed to synthesize it. The reactants are: Cl.Cl.Cl.Cl.[NH2:5][CH2:6][CH2:7][CH2:8][NH:9][CH2:10][CH2:11][CH2:12][CH2:13][NH:14][CH2:15][CH2:16][CH2:17][NH2:18].[H-].[Na+].Cl[C:22]1[C:50]([CH3:51])=[CH:49][C:25]2[N:26]=[C:27]3[C:32]([N:33]([CH2:34][CH2:35][CH2:36][CH2:37][CH2:38][CH2:39][C:40]([O:42][C:43]([CH3:46])([CH3:45])[CH3:44])=[O:41])[C:24]=2[CH:23]=1)=[N:31][C:30](=[O:47])[NH:29][C:28]3=[O:48].